This data is from Forward reaction prediction with 1.9M reactions from USPTO patents (1976-2016). The task is: Predict the product of the given reaction. (1) Given the reactants [Br:1][C:2]1[CH:7]=[CH:6][C:5]([C:8](=[O:12])[CH2:9][O:10][CH3:11])=[CH:4][CH:3]=1.[CH2:13](O)[CH2:14][OH:15], predict the reaction product. The product is: [Br:1][C:2]1[CH:3]=[CH:4][C:5]([C:8]2([CH2:9][O:10][CH3:11])[O:15][CH2:14][CH2:13][O:12]2)=[CH:6][CH:7]=1. (2) Given the reactants C(O[C:6](=[O:33])[NH:7][C@H:8]([C:12](=[O:32])[NH:13][C@H:14]([B:19]1[O:27][C@H:26]2[C@:21]([CH3:31])([C@H:22]3[CH2:28][C@@H:24]([CH2:25]2)[C:23]3([CH3:30])[CH3:29])[O:20]1)[CH2:15][CH:16]([CH3:18])[CH3:17])[CH:9]([CH3:11])[CH3:10])(C)(C)C.C(O[C:39]([NH:41][C@@H:42]([CH2:46][C:47]1[CH:52]=[CH:51][C:50]([O:53][CH3:54])=[C:49]([O:55][CH3:56])[C:48]=1[O:57][CH3:58])C(O)=O)=[O:40])(C)(C)C.[O:59]([C:66]1[CH:67]=[C:68]([CH2:72]C(O)=O)[CH:69]=[CH:70][CH:71]=1)[C:60]1[CH:65]=[CH:64][CH:63]=[CH:62][CH:61]=1, predict the reaction product. The product is: [CH3:10][CH:9]([CH3:11])[C@H:8]([NH:7][C:6](=[O:33])[C@@H:42]([NH:41][C:39](=[O:40])[CH2:72][C:68]1[CH:69]=[CH:70][CH:71]=[C:66]([O:59][C:60]2[CH:65]=[CH:64][CH:63]=[CH:62][CH:61]=2)[CH:67]=1)[CH2:46][C:47]1[CH:52]=[CH:51][C:50]([O:53][CH3:54])=[C:49]([O:55][CH3:56])[C:48]=1[O:57][CH3:58])[C:12]([NH:13][C@H:14]([B:19]1[O:27][C@H:26]2[C@:21]([CH3:31])([C@H:22]3[CH2:28][C@@H:24]([CH2:25]2)[C:23]3([CH3:30])[CH3:29])[O:20]1)[CH2:15][CH:16]([CH3:17])[CH3:18])=[O:32]. (3) Given the reactants [NH2:1][C:2]1[CH:7]=[CH:6][C:5]([CH3:8])=[CH:4][CH:3]=1.[N:9]([O-])=O.[Na+].O.O.[Sn](Cl)Cl, predict the reaction product. The product is: [C:5]1([CH3:8])[CH:6]=[CH:7][C:2]([NH:1][NH2:9])=[CH:3][CH:4]=1. (4) Given the reactants [F:1][C:2]([F:12])([F:11])[C:3]1[N:8]=[CH:7][C:6]([CH:9]=[O:10])=[CH:5][CH:4]=1.[CH2:13]([Mg]Br)[CH3:14].C([O-])(O)=O.[Na+], predict the reaction product. The product is: [F:12][C:2]([F:11])([F:1])[C:3]1[N:8]=[CH:7][C:6]([CH:9]([OH:10])[CH2:13][CH3:14])=[CH:5][CH:4]=1. (5) Given the reactants [N:1]([CH2:4][CH2:5][C:6]1[CH:11]=[CH:10][CH:9]=[CH:8][CH:7]=1)=[C:2]=[O:3].[NH2:12][CH2:13][CH2:14][CH2:15][CH2:16][CH2:17][C:18]([CH3:27])([C:21]1[CH:26]=[CH:25][CH:24]=[CH:23][CH:22]=1)[CH2:19][OH:20], predict the reaction product. The product is: [OH:20][CH2:19][C:18]([CH3:27])([C:21]1[CH:22]=[CH:23][CH:24]=[CH:25][CH:26]=1)[CH2:17][CH2:16][CH2:15][CH2:14][CH2:13][NH:12][C:2]([NH:1][CH2:4][CH2:5][C:6]1[CH:11]=[CH:10][CH:9]=[CH:8][CH:7]=1)=[O:3]. (6) Given the reactants [CH3:1][C:2]([NH:4][C@H:5]1[C@@H:10]([O:11]P(OP(OC[C@H]2O[C@@H](N3C(=O)NC(=O)C=C3)[C@H](O)[C@@H]2O)(O)=O)(O)=O)[O:9][C@H:8]([CH2:36][OH:37])[C@H:7]([OH:38])[C@@H:6]1[OH:39])=[O:3].CC([O-])=O.[Na+], predict the reaction product. The product is: [OH:11][CH:10]1[O:9][C@H:8]([CH2:36][OH:37])[C@H:7]([OH:38])[C@H:6]([OH:39])[C@H:5]1[NH:4][C:2]([CH3:1])=[O:3].